Predict the reactants needed to synthesize the given product. From a dataset of Full USPTO retrosynthesis dataset with 1.9M reactions from patents (1976-2016). (1) The reactants are: [NH:1]1[C:9]2[C:4](=[CH:5][C:6]([C:10]([N:12]3[CH2:18][C:17]4([CH3:20])[CH2:19][CH:13]3[CH2:14][C:15]([CH3:22])([CH3:21])[CH2:16]4)=[O:11])=[CH:7][CH:8]=2)[CH:3]=[CH:2]1.C([Li])CCC.[C:28]1([S:34](Cl)(=[O:36])=[O:35])[CH:33]=[CH:32][CH:31]=[CH:30][CH:29]=1. Given the product [C:28]1([S:34]([N:1]2[C:9]3[C:4](=[CH:5][C:6]([C:10]([N:12]4[CH2:18][C:17]5([CH3:20])[CH2:19][CH:13]4[CH2:14][C:15]([CH3:22])([CH3:21])[CH2:16]5)=[O:11])=[CH:7][CH:8]=3)[CH:3]=[CH:2]2)(=[O:36])=[O:35])[CH:33]=[CH:32][CH:31]=[CH:30][CH:29]=1, predict the reactants needed to synthesize it. (2) Given the product [F:9][C:10]1[CH:15]=[CH:14][C:13]([CH:16]([C:4]2[CH:5]=[N:6][O:7][C:3]=2[CH3:2])[C:17]([NH2:22])=[O:18])=[CH:12][CH:11]=1, predict the reactants needed to synthesize it. The reactants are: Cl.[CH3:2][C:3]1[O:7][N:6]=[CH:5][C:4]=1N.[F:9][C:10]1[CH:15]=[CH:14][C:13]([CH2:16][C:17](Cl)=[O:18])=[CH:12][CH:11]=1.C([N:22](CC)CC)C.